From a dataset of Reaction yield outcomes from USPTO patents with 853,638 reactions. Predict the reaction yield, written as a fraction of the theoretical maximum amount of product (1.0 means a 100% yield; for example, 0.34 means a 34% yield). (1) The product is [C:30]([NH:34][C:35](=[O:56])[CH2:36][N:37]1[C:46](=[O:47])[C:45]2[C:40](=[CH:41][CH:42]=[C:43]([CH:60]=[CH:59][CH2:58][CH2:57][OH:61])[CH:44]=2)[N:39]=[C:38]1[C:49]1[CH:54]=[CH:53][CH:52]=[C:51]([Cl:55])[CH:50]=1)([CH3:33])([CH3:32])[CH3:31]. The reactants are C1(C)C=CC=CC=1P(C1C=CC=CC=1C)C1C=CC=CC=1C.C(N(CC)CC)C.[C:30]([NH:34][C:35](=[O:56])[CH2:36][N:37]1[C:46](=[O:47])[C:45]2[C:40](=[CH:41][CH:42]=[C:43](I)[CH:44]=2)[N:39]=[C:38]1[C:49]1[CH:54]=[CH:53][CH:52]=[C:51]([Cl:55])[CH:50]=1)([CH3:33])([CH3:32])[CH3:31].[CH2:57]([OH:61])[CH2:58][CH:59]=[CH2:60]. The catalyst is C(#N)C.C([O-])(=O)C.[Pd+2].C([O-])(=O)C.CCOCC. The yield is 0.480. (2) The reactants are ClC1C=C(C=C(C(C2C(CC3CC3)=C(C)NC(=O)C=2C(C)C)=O)C=1)C#N.[Cl:27][C:28]1[CH:29]=[C:30]([CH:33]=[C:34]([C:36]([C:38]2[C:43]([CH:44]([CH3:46])[CH3:45])=[C:42]([O:47][CH3:48])[N:41]=[C:40]([CH3:49])[C:39]=2[CH2:50][CH:51]2[CH2:53][CH2:52]2)=[O:37])[CH:35]=1)[C:31]#[N:32].C(#N)C.CO. The catalyst is C(Br)(=O)C. The product is [Cl:27][C:28]1[CH:29]=[C:30]([CH:33]=[C:34]([CH:36]([C:38]2[C:43]([CH:44]([CH3:46])[CH3:45])=[C:42]([O:47][CH3:48])[N:41]=[C:40]([CH3:49])[C:39]=2[CH2:50][CH:51]2[CH2:53][CH2:52]2)[OH:37])[CH:35]=1)[C:31]#[N:32]. The yield is 0.870. (3) The reactants are [CH3:1][C:2]1([CH3:12])[C:10]2[C:5](=[CH:6][CH:7]=[CH:8][CH:9]=2)[C:4](=[O:11])[CH2:3]1.[CH2:13](B(CC)CC)C.CI.[OH-].[Na+].OO. The catalyst is C1COCC1.O. The product is [CH3:1][C:2]1([CH3:12])[C:10]2[C:5](=[CH:6][CH:7]=[CH:8][CH:9]=2)[C:4](=[O:11])[CH:3]1[CH3:13]. The yield is 0.710. (4) The reactants are [Si]([N:8]1[C:11](=[O:12])[C@H:10]([CH2:13][C:14]2[CH:19]=[CH:18][N:17]=[C:16]([N:20]([C:28]([O:30][C:31]([CH3:34])([CH3:33])[CH3:32])=[O:29])[C:21]([O:23][C:24]([CH3:27])([CH3:26])[CH3:25])=[O:22])[CH:15]=2)[C@H:9]1[C:35]([O:37][CH2:38][C:39]1[CH:44]=[CH:43][CH:42]=[CH:41][CH:40]=1)=[O:36])(C(C)(C)C)(C)C.[F-].[NH4+].C(O)(=O)C. The catalyst is CO.C(OCC)(=O)C.C(=O)(O)[O-].[Na+]. The product is [C:24]([O:23][C:21]([N:20]([C:28]([O:30][C:31]([CH3:34])([CH3:33])[CH3:32])=[O:29])[C:16]1[CH:15]=[C:14]([CH2:13][C@H:10]2[C:11](=[O:12])[NH:8][C@@H:9]2[C:35]([O:37][CH2:38][C:39]2[CH:40]=[CH:41][CH:42]=[CH:43][CH:44]=2)=[O:36])[CH:19]=[CH:18][N:17]=1)=[O:22])([CH3:26])([CH3:27])[CH3:25]. The yield is 0.690. (5) The reactants are [C:1]1([OH:7])[CH:6]=[CH:5][CH:4]=[CH:3][CH:2]=1.[H-].[Na+].I[C:11]1[C:16]([CH:17]([O:22][C:23]([CH3:26])([CH3:25])[CH3:24])[C:18]([O:20][CH3:21])=[O:19])=[CH:15][N:14]=[C:13]2[S:27][C:28]3[CH2:33][CH2:32][CH2:31][CH2:30][C:29]=3[C:12]=12.O1CCC[CH2:35]1. No catalyst specified. The product is [CH3:35][C:15]1[N:14]=[C:13]2[S:27][C:28]3[CH2:33][CH2:32][CH2:31][CH2:30][C:29]=3[C:12]2=[C:11]([O:7][C:1]2[CH:6]=[CH:5][CH:4]=[CH:3][CH:2]=2)[C:16]=1[CH:17]([O:22][C:23]([CH3:26])([CH3:25])[CH3:24])[C:18]([O:20][CH3:21])=[O:19]. The yield is 0.390.